Dataset: Full USPTO retrosynthesis dataset with 1.9M reactions from patents (1976-2016). Task: Predict the reactants needed to synthesize the given product. (1) Given the product [OH:12][CH2:11][CH:9]1[C:6]2([CH2:8][CH2:7]2)[NH:5][C:4](=[O:3])[CH2:10]1, predict the reactants needed to synthesize it. The reactants are: [BH4-].[Na+].[O:3]=[C:4]1[CH2:10][CH:9]([CH:11]=[O:12])[C:6]2([CH2:8][CH2:7]2)[NH:5]1. (2) The reactants are: [C:1]([O:5][C:6]([N:8]1[CH2:12][C:11]([F:14])([F:13])[CH2:10][C@H:9]1[CH2:15][C:16]([OH:18])=O)=[O:7])([CH3:4])([CH3:3])[CH3:2].Cl.NO.CCN=C=NCCC[N:30]([CH3:32])C.Cl.Cl.CN1CC[O:39][CH2:38]C1. Given the product [CH3:38][O:39][N:30]([CH3:32])[C:16]([CH2:15][C@@H:9]1[CH2:10][C:11]([F:13])([F:14])[CH2:12][N:8]1[C:6]([O:5][C:1]([CH3:2])([CH3:3])[CH3:4])=[O:7])=[O:18], predict the reactants needed to synthesize it. (3) Given the product [CH3:46][N:44]1[CH:45]=[C:41]([C:40]2[N:27]3[C:28]([C:29]4[CH:30]=[C:31]([C:32]5[CH:37]=[CH:36][CH:35]=[CH:34][CH:33]=5)[C:22]([C:19]5[CH:18]=[CH:17][C:16]([C:8]6([NH2:7])[CH2:11][C:10]7([O:15][CH2:14][CH2:13][O:12]7)[CH2:9]6)=[CH:21][CH:20]=5)=[N:23][C:24]=4[CH:25]=[CH:26]3)=[N:38][N:39]=2)[N:42]=[CH:43]1, predict the reactants needed to synthesize it. The reactants are: C(OC(=O)[NH:7][C:8]1([C:16]2[CH:21]=[CH:20][C:19]([C:22]3[C:31]([C:32]4[CH:37]=[CH:36][CH:35]=[CH:34][CH:33]=4)=[CH:30][C:29]4[C:28]5=[N:38][N:39]=[C:40]([C:41]6[N:42]=[CH:43][N:44]([CH3:46])[CH:45]=6)[N:27]5[CH:26]=[CH:25][C:24]=4[N:23]=3)=[CH:18][CH:17]=2)[CH2:11][C:10]2([O:15][CH2:14][CH2:13][O:12]2)[CH2:9]1)(C)(C)C.C(O)(C(F)(F)F)=O. (4) Given the product [N:23]1([C:12]2[C:11]([CH2:10][C:9]3[CH:27]=[CH:28][C:6]([N:1]4[CH:5]=[CH:4][CH:3]=[N:2]4)=[CH:7][CH:8]=3)=[C:20]([Cl:21])[C:19]3[C:14](=[CH:15][CH:16]=[C:17]([CH:40]([C:39]4[N:35]([CH3:34])[C:36]([CH3:42])=[N:37][CH:38]=4)[OH:41])[CH:18]=3)[N:13]=2)[CH2:26][CH2:25][CH2:24]1, predict the reactants needed to synthesize it. The reactants are: [N:1]1([C:6]2[CH:28]=[CH:27][C:9]([CH2:10][C:11]3[C:12]([N:23]4[CH2:26][CH2:25][CH2:24]4)=[N:13][C:14]4[C:19]([C:20]=3[Cl:21])=[CH:18][C:17](Br)=[CH:16][CH:15]=4)=[CH:8][CH:7]=2)[CH:5]=[CH:4][CH:3]=[N:2]1.[Li]CCCC.[CH3:34][N:35]1[C:39]([CH:40]=[O:41])=[CH:38][N:37]=[C:36]1[CH3:42]. (5) Given the product [NH2:18][C:16]1[CH:15]=[CH:14][C:3]([C:4]([NH:6][CH:7]2[CH2:8][CH2:9][N:10]([CH3:13])[CH2:11][CH2:12]2)=[O:5])=[C:2]([F:1])[CH:17]=1, predict the reactants needed to synthesize it. The reactants are: [F:1][C:2]1[CH:17]=[C:16]([N+:18]([O-])=O)[CH:15]=[CH:14][C:3]=1[C:4]([NH:6][CH:7]1[CH2:12][CH2:11][N:10]([CH3:13])[CH2:9][CH2:8]1)=[O:5]. (6) Given the product [CH3:1][C:2]1[C:9]([CH3:10])=[CH:8][CH:7]=[CH:6][C:3]=1[CH:4]([OH:5])[CH2:11][CH3:12], predict the reactants needed to synthesize it. The reactants are: [CH3:1][C:2]1[C:9]([CH3:10])=[CH:8][CH:7]=[CH:6][C:3]=1[CH:4]=[O:5].[CH2:11]([Li])[CH3:12]. (7) Given the product [Br:1][C:2]1[CH:3]=[C:4]([C:5]2[N:7]([C:8]3[CH:13]=[CH:12][CH:11]=[CH:10][CH:9]=3)[CH:18]=[CH:19][N:6]=2)[CH:14]=[CH:15][CH:16]=1, predict the reactants needed to synthesize it. The reactants are: [Br:1][C:2]1[CH:3]=[C:4]([CH:14]=[CH:15][CH:16]=1)/[C:5](=[N:7]\[C:8]1[CH:13]=[CH:12][CH:11]=[CH:10][CH:9]=1)/[NH2:6].Cl[CH2:18][CH:19]=O.C(=O)(O)[O-].[Na+].CC(O)C.